Dataset: NCI-60 drug combinations with 297,098 pairs across 59 cell lines. Task: Regression. Given two drug SMILES strings and cell line genomic features, predict the synergy score measuring deviation from expected non-interaction effect. (1) Drug 1: C1=C(C(=O)NC(=O)N1)N(CCCl)CCCl. Drug 2: CC1=C(C(=O)C2=C(C1=O)N3CC4C(C3(C2COC(=O)N)OC)N4)N. Cell line: PC-3. Synergy scores: CSS=22.3, Synergy_ZIP=-8.79, Synergy_Bliss=-6.17, Synergy_Loewe=-24.6, Synergy_HSA=-1.02. (2) Drug 1: C1CCC(C1)C(CC#N)N2C=C(C=N2)C3=C4C=CNC4=NC=N3. Drug 2: COC1=CC(=CC(=C1O)OC)C2C3C(COC3=O)C(C4=CC5=C(C=C24)OCO5)OC6C(C(C7C(O6)COC(O7)C8=CC=CS8)O)O. Cell line: COLO 205. Synergy scores: CSS=15.8, Synergy_ZIP=0.896, Synergy_Bliss=-3.58, Synergy_Loewe=-42.3, Synergy_HSA=-9.71. (3) Drug 1: CCCS(=O)(=O)NC1=C(C(=C(C=C1)F)C(=O)C2=CNC3=C2C=C(C=N3)C4=CC=C(C=C4)Cl)F. Drug 2: C1=CC(=CC=C1C#N)C(C2=CC=C(C=C2)C#N)N3C=NC=N3. Cell line: NCI/ADR-RES. Synergy scores: CSS=5.13, Synergy_ZIP=0.263, Synergy_Bliss=5.13, Synergy_Loewe=4.21, Synergy_HSA=3.80. (4) Drug 1: CS(=O)(=O)OCCCCOS(=O)(=O)C. Drug 2: C1C(C(OC1N2C=NC3=C2NC=NCC3O)CO)O. Cell line: RPMI-8226. Synergy scores: CSS=14.7, Synergy_ZIP=4.50, Synergy_Bliss=0.0771, Synergy_Loewe=0.338, Synergy_HSA=-3.58. (5) Drug 1: CCC1(C2=C(COC1=O)C(=O)N3CC4=CC5=C(C=CC(=C5CN(C)C)O)N=C4C3=C2)O.Cl. Drug 2: CC1C(C(CC(O1)OC2CC(CC3=C2C(=C4C(=C3O)C(=O)C5=C(C4=O)C(=CC=C5)OC)O)(C(=O)CO)O)N)O.Cl. Cell line: UO-31. Synergy scores: CSS=48.7, Synergy_ZIP=-7.12, Synergy_Bliss=-1.01, Synergy_Loewe=1.34, Synergy_HSA=2.10. (6) Drug 1: C1=NC(=NC(=O)N1C2C(C(C(O2)CO)O)O)N. Drug 2: CS(=O)(=O)OCCCCOS(=O)(=O)C. Cell line: MDA-MB-435. Synergy scores: CSS=29.8, Synergy_ZIP=0.557, Synergy_Bliss=-1.01, Synergy_Loewe=-26.4, Synergy_HSA=-1.96. (7) Drug 1: CC1=C(C=C(C=C1)C(=O)NC2=CC(=CC(=C2)C(F)(F)F)N3C=C(N=C3)C)NC4=NC=CC(=N4)C5=CN=CC=C5. Drug 2: CC1=C(N=C(N=C1N)C(CC(=O)N)NCC(C(=O)N)N)C(=O)NC(C(C2=CN=CN2)OC3C(C(C(C(O3)CO)O)O)OC4C(C(C(C(O4)CO)O)OC(=O)N)O)C(=O)NC(C)C(C(C)C(=O)NC(C(C)O)C(=O)NCCC5=NC(=CS5)C6=NC(=CS6)C(=O)NCCC[S+](C)C)O. Cell line: TK-10. Synergy scores: CSS=7.37, Synergy_ZIP=-0.287, Synergy_Bliss=4.00, Synergy_Loewe=-9.25, Synergy_HSA=-0.944. (8) Drug 1: C1=CC(=CC=C1C#N)C(C2=CC=C(C=C2)C#N)N3C=NC=N3. Drug 2: CC12CCC3C(C1CCC2OP(=O)(O)O)CCC4=C3C=CC(=C4)OC(=O)N(CCCl)CCCl.[Na+]. Cell line: HCC-2998. Synergy scores: CSS=10.1, Synergy_ZIP=-6.29, Synergy_Bliss=-9.35, Synergy_Loewe=-7.47, Synergy_HSA=-7.17. (9) Drug 1: CC1CCC2CC(C(=CC=CC=CC(CC(C(=O)C(C(C(=CC(C(=O)CC(OC(=O)C3CCCCN3C(=O)C(=O)C1(O2)O)C(C)CC4CCC(C(C4)OC)OP(=O)(C)C)C)C)O)OC)C)C)C)OC. Drug 2: C1CCC(C(C1)[NH-])[NH-].C(=O)(C(=O)[O-])[O-].[Pt+4]. Cell line: HCT116. Synergy scores: CSS=38.7, Synergy_ZIP=2.04, Synergy_Bliss=0.804, Synergy_Loewe=1.56, Synergy_HSA=1.15. (10) Drug 1: CC1=C(C(=CC=C1)Cl)NC(=O)C2=CN=C(S2)NC3=CC(=NC(=N3)C)N4CCN(CC4)CCO. Drug 2: CC1CCC2CC(C(=CC=CC=CC(CC(C(=O)C(C(C(=CC(C(=O)CC(OC(=O)C3CCCCN3C(=O)C(=O)C1(O2)O)C(C)CC4CCC(C(C4)OC)OP(=O)(C)C)C)C)O)OC)C)C)C)OC. Cell line: HCT116. Synergy scores: CSS=-2.01, Synergy_ZIP=6.02, Synergy_Bliss=2.53, Synergy_Loewe=-1.89, Synergy_HSA=-2.44.